Dataset: NCI-60 drug combinations with 297,098 pairs across 59 cell lines. Task: Regression. Given two drug SMILES strings and cell line genomic features, predict the synergy score measuring deviation from expected non-interaction effect. Drug 1: C1=NNC2=C1C(=O)NC=N2. Drug 2: C1CN(P(=O)(OC1)NCCCl)CCCl. Cell line: SNB-19. Synergy scores: CSS=-3.07, Synergy_ZIP=2.20, Synergy_Bliss=-1.17, Synergy_Loewe=-1.37, Synergy_HSA=-5.22.